Dataset: Reaction yield outcomes from USPTO patents with 853,638 reactions. Task: Predict the reaction yield, written as a fraction of the theoretical maximum amount of product (1.0 means a 100% yield; for example, 0.34 means a 34% yield). (1) The reactants are [CH2:1]([O:3][C:4]1[C:9]([O:10][CH3:11])=[CH:8][C:7]([C:12]2[CH:55]=[CH:54][C:15]([C:16]([N:18]3[CH2:23][CH2:22][N:21]([CH2:24][CH2:25][CH2:26][N:27]4[CH2:32][CH2:31][N:30]([C:33](=[O:53])[C:34]5[CH:39]=[CH:38][C:37]([C:40]6[CH:45]=[C:44]([O:46][CH3:47])[C:43]([O:48][CH2:49][CH3:50])=[C:42]([O:51][CH3:52])[CH:41]=6)=[CH:36][CH:35]=5)[CH2:29][CH2:28]4)[CH2:20][CH2:19]3)=[O:17])=[CH:14][CH:13]=2)=[CH:6][C:5]=1[O:56][CH3:57])[CH3:2].[CH3:58][S:59]([OH:62])(=[O:61])=[O:60].C(OCC)C. The catalyst is CO. The product is [CH3:58][S:59]([OH:62])(=[O:61])=[O:60].[CH3:58][S:59]([OH:62])(=[O:61])=[O:60].[CH2:1]([O:3][C:4]1[C:5]([O:56][CH3:57])=[CH:6][C:7]([C:12]2[CH:55]=[CH:54][C:15]([C:16]([N:18]3[CH2:23][CH2:22][N:21]([CH2:24][CH2:25][CH2:26][N:27]4[CH2:32][CH2:31][N:30]([C:33](=[O:53])[C:34]5[CH:35]=[CH:36][C:37]([C:40]6[CH:41]=[C:42]([O:51][CH3:52])[C:43]([O:48][CH2:49][CH3:50])=[C:44]([O:46][CH3:47])[CH:45]=6)=[CH:38][CH:39]=5)[CH2:29][CH2:28]4)[CH2:20][CH2:19]3)=[O:17])=[CH:14][CH:13]=2)=[CH:8][C:9]=1[O:10][CH3:11])[CH3:2]. The yield is 0.800. (2) The reactants are [I:1][C:2]1[C:3]([S:11][C:12]2[NH:13][C:14]3[C:19]([N:20]=2)=[C:18]([NH2:21])[N:17]=[CH:16][N:15]=3)=[CH:4][C:5]2[O:9][CH2:8][O:7][C:6]=2[CH:10]=1.Br[CH2:23][CH2:24][CH2:25][NH:26][S:27]([CH3:30])(=[O:29])=[O:28].C([O-])([O-])=O.[Cs+].[Cs+]. The catalyst is CN(C=O)C. The product is [NH2:21][C:18]1[N:17]=[CH:16][N:15]=[C:14]2[C:19]=1[N:20]=[C:12]([S:11][C:3]1[C:2]([I:1])=[CH:10][C:6]3[O:7][CH2:8][O:9][C:5]=3[CH:4]=1)[N:13]2[CH2:23][CH2:24][CH2:25][NH:26][S:27]([CH3:30])(=[O:29])=[O:28]. The yield is 0.250.